Dataset: Reaction yield outcomes from USPTO patents with 853,638 reactions. Task: Predict the reaction yield, written as a fraction of the theoretical maximum amount of product (1.0 means a 100% yield; for example, 0.34 means a 34% yield). (1) The reactants are O1CCCC1.[OH:6][C:7]1[CH:8]=[C:9]2[C:14](=[CH:15][CH:16]=1)[N:13]=[C:12]([CH3:17])[CH:11]=[CH:10]2.C(N(CC)CC)C.[C:25]1([CH3:35])[CH:30]=[CH:29][C:28]([S:31](Cl)(=[O:33])=[O:32])=[CH:27][CH:26]=1. The catalyst is O. The product is [CH3:35][C:25]1[CH:30]=[CH:29][C:28]([S:31]([O:6][C:7]2[CH:8]=[C:9]3[C:14](=[CH:15][CH:16]=2)[N:13]=[C:12]([CH3:17])[CH:11]=[CH:10]3)(=[O:33])=[O:32])=[CH:27][CH:26]=1. The yield is 0.270. (2) The reactants are [NH2:1][C:2](=[O:39])[CH:3]([C:5]1[CH:38]=[CH:37][CH:36]=[CH:35][C:6]=1[CH2:7][CH2:8][C:9]1[C:14]([Cl:15])=[CH:13][N:12]=[C:11]([NH:16][C:17]2[CH:18]=[N:19][N:20]([CH:22]3[CH2:27][CH2:26][N:25](C(OC(C)(C)C)=O)[CH2:24][CH2:23]3)[CH:21]=2)[N:10]=1)[CH3:4].C(O)(C(F)(F)F)=O. The catalyst is C(Cl)Cl. The product is [Cl:15][C:14]1[C:9]([CH2:8][CH2:7][C:6]2[CH:35]=[CH:36][CH:37]=[CH:38][C:5]=2[CH:3]([CH3:4])[C:2]([NH2:1])=[O:39])=[N:10][C:11]([NH:16][C:17]2[CH:18]=[N:19][N:20]([CH:22]3[CH2:27][CH2:26][NH:25][CH2:24][CH2:23]3)[CH:21]=2)=[N:12][CH:13]=1. The yield is 0.260. (3) The reactants are C[Si]([N-][Si](C)(C)C)(C)C.[Li+].[C:11]([C:13]1[C:14]([N:21]([CH:25]2[CH2:28][CH2:27][CH2:26]2)[C:22](=[O:24])[CH3:23])=[N:15][C:16]([S:19][CH3:20])=[N:17][CH:18]=1)#[N:12]. The catalyst is C1COCC1. The product is [NH2:12][C:11]1[C:13]2[CH:18]=[N:17][C:16]([S:19][CH3:20])=[N:15][C:14]=2[N:21]([CH:25]2[CH2:26][CH2:27][CH2:28]2)[C:22](=[O:24])[CH:23]=1. The yield is 0.480. (4) The reactants are [C:1]([C:5]1[CH:10]=[C:9]([F:11])[C:8]([N+:12]([O-])=O)=[CH:7][C:6]=1[OH:15])([CH3:4])([CH3:3])[CH3:2].C([O-])=O.[NH4+]. The catalyst is CCO.[Pd]. The product is [C:1]([C:5]1[CH:10]=[C:9]([F:11])[C:8]([NH2:12])=[CH:7][C:6]=1[OH:15])([CH3:4])([CH3:2])[CH3:3]. The yield is 0.830.